This data is from Retrosynthesis with 50K atom-mapped reactions and 10 reaction types from USPTO. The task is: Predict the reactants needed to synthesize the given product. (1) Given the product O=C(Nc1cc(-c2cncc(NCC3CCOCC3)n2)c(Cl)cn1)[C@H]1CCCNC1, predict the reactants needed to synthesize it. The reactants are: CC(C)(C)OC(=O)N1CCC[C@H](C(=O)Nc2cc(-c3cncc(NCC4CCOCC4)n3)c(Cl)cn2)C1. (2) Given the product COC(=O)c1cc(NS(C)(=O)=O)ccc1Br, predict the reactants needed to synthesize it. The reactants are: COC(=O)c1cc(N)ccc1Br.CS(=O)(=O)Cl.